From a dataset of Reaction yield outcomes from USPTO patents with 853,638 reactions. Predict the reaction yield, written as a fraction of the theoretical maximum amount of product (1.0 means a 100% yield; for example, 0.34 means a 34% yield). (1) The reactants are [F:1][C:2]1[CH:7]=[C:6]([C:8]([F:11])([F:10])[F:9])[CH:5]=[CH:4][C:3]=1[CH:12]1[CH2:17][CH:16]([C:18]([OH:20])=O)[CH2:15][CH2:14][N:13]1[C:21]([O:23][CH3:24])=[O:22].N1(C(N2C=CN=C2)=O)C=CN=C1.[CH2:37]([O:39][C:40](=[O:45])[CH2:41]C([O-])=O)[CH3:38].[K+].[Cl-].[Mg+2].[Cl-].Cl. The catalyst is CN1C2C(N=C(N)NC=2NCC1CNC1C=CC(C(NC(C(O)=O)CCC(O)=O)=O)=CC=1)=O.O.CC(OC)(C)C. The product is [CH2:37]([O:39][C:40](=[O:45])[CH2:41][C:18]([C@H:16]1[CH2:15][CH2:14][N:13]([C:21]([O:23][CH3:24])=[O:22])[C@@H:12]([C:3]2[CH:4]=[CH:5][C:6]([C:8]([F:11])([F:10])[F:9])=[CH:7][C:2]=2[F:1])[CH2:17]1)=[O:20])[CH3:38]. The yield is 0.490. (2) The reactants are [CH2:1]([C:3]1[N:4]([C:28]2[CH:33]=[CH:32][C:31]([O:34][C:35]3([CH2:39][OH:40])[CH2:38][CH2:37][CH2:36]3)=[CH:30][CH:29]=2)[C:5](=[O:27])[C:6]([CH2:12][C:13]2[CH:18]=[CH:17][C:16]([C:19]3[C:20]([C:25]#[N:26])=[CH:21][CH:22]=[CH:23][CH:24]=3)=[CH:15][CH:14]=2)=[C:7]([CH2:9][CH2:10][CH3:11])[N:8]=1)[CH3:2].[N:41]1C(C)=CC=CC=1C.FC(F)(F)S(O[Si](C(C)(C)C)(C)C)(=O)=O.[C:64]([O:67]CC)(=[O:66])C. The catalyst is ClCCl. The product is [CH2:1]([C:3]1[N:4]([C:28]2[CH:33]=[CH:32][C:31]([O:34][C:35]3([CH2:39][OH:40])[CH2:36][CH2:37][CH2:38]3)=[CH:30][CH:29]=2)[C:5](=[O:27])[C:6]([CH2:12][C:13]2[CH:14]=[CH:15][C:16]([C:19]3[CH:24]=[CH:23][CH:22]=[CH:21][C:20]=3[C:25]3[NH:41][C:64](=[O:66])[O:67][N:26]=3)=[CH:17][CH:18]=2)=[C:7]([CH2:9][CH2:10][CH3:11])[N:8]=1)[CH3:2]. The yield is 0.760. (3) The reactants are Cl[S:2]([C:5]1[N:6]([C:15]([O:17][C:18]([CH3:21])([CH3:20])[CH3:19])=[O:16])[C:7]2[C:12]([CH:13]=1)=[CH:11][CH:10]=[CH:9][C:8]=2[F:14])(=[O:4])=[O:3].[F:22][C:23]1[CH:28]=[CH:27][C:26]([C:29]2[O:30][C:31]3[CH:41]=[C:40]([N:42]([CH3:47])[S:43]([CH3:46])(=[O:45])=[O:44])[C:39]([C@H:48]4[CH2:53][CH2:52][CH2:51][NH:50][CH2:49]4)=[CH:38][C:32]=3[C:33]=2[C:34]([NH:36][CH3:37])=[O:35])=[CH:25][CH:24]=1. The catalyst is C(Cl)Cl.O. The product is [F:14][C:8]1[CH:9]=[CH:10][CH:11]=[C:12]2[C:7]=1[N:6]([C:15]([O:17][C:18]([CH3:21])([CH3:20])[CH3:19])=[O:16])[C:5]([S:2]([N:50]1[CH2:51][CH2:52][CH2:53][C@H:48]([C:39]3[C:40]([N:42]([CH3:47])[S:43]([CH3:46])(=[O:44])=[O:45])=[CH:41][C:31]4[O:30][C:29]([C:26]5[CH:25]=[CH:24][C:23]([F:22])=[CH:28][CH:27]=5)=[C:33]([C:34](=[O:35])[NH:36][CH3:37])[C:32]=4[CH:38]=3)[CH2:49]1)(=[O:4])=[O:3])=[CH:13]2. The yield is 0.880. (4) The reactants are [Cl:1][C:2]1[CH:7]=[CH:6][C:5]([I:8])=[CH:4][C:3]=1[C:9]([C:11]1[CH:16]=[CH:15][C:14]([O:17][CH3:18])=[CH:13][CH:12]=1)=O.C([SiH](CC)CC)C. The catalyst is C(#N)C. The product is [Cl:1][C:2]1[CH:7]=[CH:6][C:5]([I:8])=[CH:4][C:3]=1[CH2:9][C:11]1[CH:16]=[CH:15][C:14]([O:17][CH3:18])=[CH:13][CH:12]=1. The yield is 0.870. (5) The reactants are C[Al](C)C.[CH3:5][C@H:6]1[N:11]([CH3:12])[C@@H:10]([CH3:13])[CH2:9][N:8]([C:14]2[CH:24]=[CH:23][C:17]([C:18]([O:20]CC)=O)=[CH:16][CH:15]=2)[CH2:7]1.[CH3:25][O:26][C:27]1[CH:28]=[C:29]([CH2:35][CH2:36][C:37]2[CH:38]=[C:39]([NH2:42])[NH:40][N:41]=2)[CH:30]=[C:31]([O:33][CH3:34])[CH:32]=1. The catalyst is C1(C)C=CC=CC=1. The product is [CH3:34][O:33][C:31]1[CH:30]=[C:29]([CH2:35][CH2:36][C:37]2[CH:38]=[C:39]([NH:42][C:18](=[O:20])[C:17]3[CH:16]=[CH:15][C:14]([N:8]4[CH2:9][C@H:10]([CH3:13])[N:11]([CH3:12])[C@H:6]([CH3:5])[CH2:7]4)=[CH:24][CH:23]=3)[NH:40][N:41]=2)[CH:28]=[C:27]([O:26][CH3:25])[CH:32]=1. The yield is 0.337. (6) The reactants are C[O:2][C:3](=[O:20])[CH:4]([CH3:19])[CH2:5][NH:6][C:7]([O:9][CH2:10][C:11]1[CH:16]=[CH:15][C:14]([O:17][CH3:18])=[CH:13][CH:12]=1)=[O:8].[OH-].[Li+]. The catalyst is CO. The product is [CH3:18][O:17][C:14]1[CH:13]=[CH:12][C:11]([CH2:10][O:9][C:7]([NH:6][CH2:5][CH:4]([CH3:19])[C:3]([OH:20])=[O:2])=[O:8])=[CH:16][CH:15]=1. The yield is 0.970.